From a dataset of Reaction yield outcomes from USPTO patents with 853,638 reactions. Predict the reaction yield, written as a fraction of the theoretical maximum amount of product (1.0 means a 100% yield; for example, 0.34 means a 34% yield). (1) The reactants are [C:1]([O:5][C:6]([N:8]1[CH:14]([C:15]2[NH:16][C:17]([C:20]3[CH:25]=[CH:24][C:23](Br)=[CH:22][CH:21]=3)=[CH:18][N:19]=2)[CH2:13][C:10]2([CH2:12][CH2:11]2)[CH2:9]1)=[O:7])([CH3:4])([CH3:3])[CH3:2].[C:27]([O:31][C:32]([N:34]1[CH:39]([C:40]2[NH:44][C:43]3[CH:45]=[C:46]([C:49]4[CH:54]=[CH:53][C:52](B5OC(C)(C)C(C)(C)O5)=[CH:51][CH:50]=4)[CH:47]=[CH:48][C:42]=3[N:41]=2)[CH:38]2[CH2:64][CH:35]1[CH2:36][CH2:37]2)=[O:33])([CH3:30])([CH3:29])[CH3:28].C(=O)([O-])[O-].[K+].[K+]. The catalyst is COCCOC.C(OCC)(=O)C.C1C=CC([P]([Pd]([P](C2C=CC=CC=2)(C2C=CC=CC=2)C2C=CC=CC=2)([P](C2C=CC=CC=2)(C2C=CC=CC=2)C2C=CC=CC=2)[P](C2C=CC=CC=2)(C2C=CC=CC=2)C2C=CC=CC=2)(C2C=CC=CC=2)C2C=CC=CC=2)=CC=1. The product is [C:27]([O:31][C:32]([N:34]1[CH:39]([C:40]2[NH:44][C:43]3[CH:45]=[C:46]([C:49]4[CH:54]=[CH:53][C:52]([C:23]5[CH:22]=[CH:21][C:20]([C:17]6[NH:16][C:15]([CH:14]7[CH2:13][C:10]8([CH2:11][CH2:12]8)[CH2:9][N:8]7[C:6]([O:5][C:1]([CH3:3])([CH3:2])[CH3:4])=[O:7])=[N:19][CH:18]=6)=[CH:25][CH:24]=5)=[CH:51][CH:50]=4)[CH:47]=[CH:48][C:42]=3[N:41]=2)[CH:38]2[CH2:64][CH:35]1[CH2:36][CH2:37]2)=[O:33])([CH3:30])([CH3:28])[CH3:29]. The yield is 0.260. (2) The reactants are [CH:1]1([C@H:4]([O:6][C:7](=[O:30])[NH:8][C:9]2[CH:14]=[CH:13][C:12]([C:15]3[N:16]([CH:27]4[CH2:29][CH2:28]4)[C:17]4[C:22]([C:23]=3[C:24]#[N:25])=[CH:21][CH:20]=[C:19]([OH:26])[CH:18]=4)=[CH:11][CH:10]=2)[CH3:5])[CH2:3][CH2:2]1.C([O-])([O-])=O.[Cs+].[Cs+].Cl[C:38]1[N:43]=[CH:42][CH:41]=[CH:40][N:39]=1.O. The catalyst is CN(C=O)C. The product is [CH:1]1([C@H:4]([O:6][C:7](=[O:30])[NH:8][C:9]2[CH:14]=[CH:13][C:12]([C:15]3[N:16]([CH:27]4[CH2:28][CH2:29]4)[C:17]4[C:22]([C:23]=3[C:24]#[N:25])=[CH:21][CH:20]=[C:19]([O:26][C:38]3[N:43]=[CH:42][CH:41]=[CH:40][N:39]=3)[CH:18]=4)=[CH:11][CH:10]=2)[CH3:5])[CH2:3][CH2:2]1. The yield is 1.00. (3) The reactants are [CH3:1][C:2]1[CH:7]=[CH:6][C:5]([N:8]([C:52]2[CH:57]=[CH:56][C:55]([CH3:58])=[CH:54][CH:53]=2)[C:9]2[CH:22]=[CH:21][C:20]3[C:19]([C:24]4[CH:29]=[CH:28][CH:27]=[CH:26][CH:25]=4)(O)[C:18]4[C:13](=[CH:14][CH:15]=[C:16]([N:30]([C:38]5[CH:43]=[CH:42][C:41]([CH3:44])=[CH:40][CH:39]=5)[C:31]5[CH:36]=[CH:35][C:34]([CH3:37])=[CH:33][CH:32]=5)[CH:17]=4)[C:12]([C:46]4[CH:51]=[CH:50][CH:49]=[CH:48][CH:47]=4)(O)[C:11]=3[CH:10]=2)=[CH:4][CH:3]=1.[I-].[Na+].O.[PH2]([O-])=O.[Na+].O. The yield is 0.760. The product is [CH3:44][C:41]1[CH:40]=[CH:39][C:38]([N:30]([C:31]2[CH:36]=[CH:35][C:34]([CH3:37])=[CH:33][CH:32]=2)[C:16]2[CH:15]=[CH:14][C:13]3[C:18](=[C:19]([C:24]4[CH:29]=[CH:28][CH:27]=[CH:26][CH:25]=4)[C:20]4[C:11]([C:12]=3[C:46]3[CH:47]=[CH:48][CH:49]=[CH:50][CH:51]=3)=[CH:10][C:9]([N:8]([C:5]3[CH:6]=[CH:7][C:2]([CH3:1])=[CH:3][CH:4]=3)[C:52]3[CH:57]=[CH:56][C:55]([CH3:58])=[CH:54][CH:53]=3)=[CH:22][CH:21]=4)[CH:17]=2)=[CH:43][CH:42]=1. The catalyst is C(O)(=O)C. (4) The reactants are [NH2:1][C@H:2]1[CH2:7][CH2:6][C@H:5]([C:8]([N:10]2[CH2:15][CH2:14][N:13]([CH:16]([CH3:18])[CH3:17])[CH2:12][CH2:11]2)=[O:9])[CH2:4][CH2:3]1.[Cl:19][C:20]1[CH:25]=[CH:24][C:23](I)=[CH:22][N:21]=1.[O-]P([O-])([O-])=O.[K+].[K+].[K+].C(O)CO.C([O-])(O)=O.[Na+]. The catalyst is [Cu]I.CC(O)C. The product is [Cl:19][C:20]1[N:21]=[CH:22][C:23]([NH:1][C@H:2]2[CH2:7][CH2:6][C@H:5]([C:8]([N:10]3[CH2:11][CH2:12][N:13]([CH:16]([CH3:18])[CH3:17])[CH2:14][CH2:15]3)=[O:9])[CH2:4][CH2:3]2)=[CH:24][CH:25]=1. The yield is 0.190. (5) The reactants are C([N:5]1[C:9](C)=[C:8]([C:11]2[CH:16]=[CH:15]C=CC=2)C=N1)CC#C.[CH2:17]([N:21]1[CH:25]=[C:24]([C:26]2[CH:31]=[CH:30][CH:29]=[CH:28][CH:27]=2)[C:23]([CH3:32])=[N:22]1)[CH2:18][C:19]#[CH:20].CC1N(CCC#CC2C=CC=CN=2)N=CC=1C1C=CC=CC=1. No catalyst specified. The product is [CH3:32][C:23]1[C:24]([C:26]2[CH:31]=[CH:30][CH:29]=[CH:28][CH:27]=2)=[CH:25][N:21]([CH2:17][CH2:18][C:19]#[C:20][C:9]2[CH:8]=[CH:11][CH:16]=[CH:15][N:5]=2)[N:22]=1. The yield is 0.100. (6) The reactants are [CH3:1][N:2]([CH3:12])[C:3]1[CH:10]=[CH:9][C:6]([C:7]#[N:8])=[C:5]([CH3:11])[N:4]=1. The catalyst is CO.[Ni]. The product is [NH2:8][CH2:7][C:6]1[CH:9]=[CH:10][C:3]([N:2]([CH3:1])[CH3:12])=[N:4][C:5]=1[CH3:11]. The yield is 0.910.